Task: Predict the reaction yield, written as a fraction of the theoretical maximum amount of product (1.0 means a 100% yield; for example, 0.34 means a 34% yield).. Dataset: Reaction yield outcomes from USPTO patents with 853,638 reactions The reactants are C(OC([NH:8][CH2:9][C:10]([O:12][C@H:13]1[CH2:17][CH2:16][CH2:15][C@@H:14]1[NH:18][C:19]1[CH:24]=[C:23]([N:25]2[C:33]3[CH2:32][C:31]([CH3:35])([CH3:34])[CH2:30][C:29](=[O:36])[C:28]=3[C:27]([CH3:37])=[N:26]2)[CH:22]=[C:21]([F:38])[C:20]=1[C:39](=[O:41])[NH2:40])=[O:11])=O)(C)(C)C.CS(O)(=O)=O. The catalyst is O1CCOCC1. The product is [NH2:8][CH2:9][C:10]([O:12][C@H:13]1[CH2:17][CH2:16][CH2:15][C@@H:14]1[NH:18][C:19]1[CH:24]=[C:23]([N:25]2[C:33]3[CH2:32][C:31]([CH3:34])([CH3:35])[CH2:30][C:29](=[O:36])[C:28]=3[C:27]([CH3:37])=[N:26]2)[CH:22]=[C:21]([F:38])[C:20]=1[C:39](=[O:41])[NH2:40])=[O:11]. The yield is 0.860.